Task: Predict the reactants needed to synthesize the given product.. Dataset: Full USPTO retrosynthesis dataset with 1.9M reactions from patents (1976-2016) (1) Given the product [F:22][C:19]1[CH:20]=[CH:21][C:16]([NH:15][C:14]2[C:9]3[C:8]([CH3:33])=[C:7]([C:5]([OH:6])=[O:4])[S:32][C:10]=3[N:11]=[CH:12][N:13]=2)=[C:17]([O:23][C@H:24]2[CH2:29][CH2:28][CH2:27][CH2:26][C@@H:25]2[O:30][CH3:31])[CH:18]=1, predict the reactants needed to synthesize it. The reactants are: [OH-].[Na+].C[O:4][C:5]([C:7]1[S:32][C:10]2[N:11]=[CH:12][N:13]=[C:14]([NH:15][C:16]3[CH:21]=[CH:20][C:19]([F:22])=[CH:18][C:17]=3[O:23][C@H:24]3[CH2:29][CH2:28][CH2:27][CH2:26][C@@H:25]3[O:30][CH3:31])[C:9]=2[C:8]=1[CH3:33])=[O:6].Cl. (2) Given the product [CH3:14][O:1][C:2]1([CH2:5][NH:6][C:7](=[O:13])[O:8][C:9]([CH3:10])([CH3:12])[CH3:11])[CH2:4][CH2:3]1, predict the reactants needed to synthesize it. The reactants are: [OH:1][C:2]1([CH2:5][NH:6][C:7](=[O:13])[O:8][C:9]([CH3:12])([CH3:11])[CH3:10])[CH2:4][CH2:3]1.[C:14]([O-])([O-])=O.[Cs+].[Cs+].CI.